From a dataset of Reaction yield outcomes from USPTO patents with 853,638 reactions. Predict the reaction yield, written as a fraction of the theoretical maximum amount of product (1.0 means a 100% yield; for example, 0.34 means a 34% yield). (1) The reactants are [N+](C1C=CC(C[O:9][C:10]([C:12]2[N:13]3[CH:16]([S:17][CH:18]=2)[C:15]([CH:20](OC(=O)C)[C:21]2[CH:32]=[CH:31][C:24]4[N:25]=[C:26]5[N:30]([C:23]=4[CH:22]=2)[CH2:29][CH2:28][S:27]5)(Br)[C:14]3=[O:37])=[O:11])=CC=1)([O-])=O.[H][H]. The catalyst is C1COCC1.P([O-])([O-])([O-])=O. The product is [S:27]1[C:26]2=[N:25][C:24]3[CH:31]=[CH:32][C:21](/[CH:20]=[C:15]4\[C@@H:16]5[N:13]([C:14]\4=[O:37])[C:12]([C:10]([OH:11])=[O:9])=[CH:18][S:17]5)=[CH:22][C:23]=3[N:30]2[CH2:29][CH2:28]1. The yield is 0.0300. (2) The reactants are [F:1][CH2:2][CH:3]([OH:40])[CH2:4][O:5][C@H:6]1[CH2:11][CH2:10][C@H:9]([N:12]2[C:17](=[O:18])[C:16]([CH2:19][C:20]3[CH:25]=[CH:24][C:23]([C:26]4[C:27]([C:32]#[N:33])=[CH:28][CH:29]=[CH:30][CH:31]=4)=[CH:22][CH:21]=3)=[C:15]([CH2:34][CH2:35][CH3:36])[N:14]3[N:37]=[CH:38][N:39]=[C:13]23)[CH2:8][CH2:7]1.[CH3:41]C(OI1(OC(C)=O)(OC(C)=O)OC(=O)C2C=CC=CC1=2)=O.C(=O)([O-])O.[Na+].S([O-])([O-])(=O)=S.[Na+].[Na+]. The catalyst is C(#N)C. The product is [F:1][CH2:2][C:3]1([CH2:4][O:5][C@H:6]2[CH2:11][CH2:10][C@H:9]([N:12]3[C:17](=[O:18])[C:16]([CH2:19][C:20]4[CH:25]=[CH:24][C:23]([C:26]5[C:27]([C:32]#[N:33])=[CH:28][CH:29]=[CH:30][CH:31]=5)=[CH:22][CH:21]=4)=[C:15]([CH2:34][CH2:35][CH3:36])[N:14]4[N:37]=[CH:38][N:39]=[C:13]34)[CH2:8][CH2:7]2)[CH2:41][O:40]1. The yield is 0.520.